This data is from Forward reaction prediction with 1.9M reactions from USPTO patents (1976-2016). The task is: Predict the product of the given reaction. (1) The product is: [C:3]([C:8]1[S:9][CH2:10][CH2:11][N:12]=1)(=[O:2])[CH2:4][CH3:5]. Given the reactants C[O:2][C:3]([C:8]1[S:9][CH2:10][CH2:11][N:12]=1)(OC)[CH2:4][CH3:5].S(=O)(=O)(O)O.C([O-])(O)=O.[Na+], predict the reaction product. (2) Given the reactants C([N-]C(C)C)(C)C.[Li+].[F:9][C:10]([F:24])([F:23])[CH:11]([C:17]1[CH:22]=[CH:21][CH:20]=[CH:19][CH:18]=1)[CH2:12][C:13]([O:15][CH3:16])=[O:14].CC(C1C=C(C(C)C)C(S([N:40]=[N+:41]=[N-:42])(=O)=O)=C(C(C)C)C=1)C.CC(O)=O, predict the reaction product. The product is: [CH3:16][O:15][C:13](=[O:14])[CH:12]([N:40]=[N+:41]=[N-:42])[CH:11]([C:17]1[CH:22]=[CH:21][CH:20]=[CH:19][CH:18]=1)[C:10]([F:23])([F:24])[F:9]. (3) Given the reactants [Cl:1][C:2]1[C:7]([F:8])=[CH:6][CH:5]=[C:4]([Cl:9])[C:3]=1[CH:10]([O:12][C:13]1[C:14]([NH2:41])=[N:15][CH:16]=[C:17]([C:19]2[N:20]=[N:21][N:22]([CH:24]3[CH2:27][N:26](C(C4C=CC=CC=4)C4C=CC=CC=4)[CH2:25]3)[CH:23]=2)[CH:18]=1)[CH3:11], predict the reaction product. The product is: [Cl:1][C:2]1[C:7]([F:8])=[CH:6][CH:5]=[C:4]([Cl:9])[C:3]=1[CH:10]([O:12][C:13]1[C:14]([NH2:41])=[N:15][CH:16]=[C:17]([C:19]2[N:20]=[N:21][N:22]([CH:24]3[CH2:25][NH:26][CH2:27]3)[CH:23]=2)[CH:18]=1)[CH3:11]. (4) The product is: [CH:2]([CH:3]([CH2:15][CH2:16][C:17]1[CH:26]=[CH:25][C:20]([C:21]([O:23][CH3:24])=[O:22])=[CH:19][CH:18]=1)[CH2:4][C:5]1[CH:14]=[CH:13][C:8]([C:9]([O:11][CH3:12])=[O:10])=[CH:7][CH:6]=1)=[O:1]. Given the reactants [OH:1][CH2:2][CH:3]([CH2:15][CH2:16][C:17]1[CH:26]=[CH:25][C:20]([C:21]([O:23][CH3:24])=[O:22])=[CH:19][CH:18]=1)[CH2:4][C:5]1[CH:14]=[CH:13][C:8]([C:9]([O:11][CH3:12])=[O:10])=[CH:7][CH:6]=1.[Cr](Cl)([O-])(=O)=O.[NH+]1C=CC=CC=1, predict the reaction product. (5) Given the reactants [CH2:1]([O:8][C:9]1[C:14]2[NH:15][C:16]([CH2:18][CH3:19])=[N:17][C:13]=2[CH:12]=[CH:11][CH:10]=1)[C:2]1[CH:7]=[CH:6][CH:5]=[CH:4][CH:3]=1.[H-].[Na+].Br.Br[CH2:24][C:25]1[CH:30]=[CH:29][CH:28]=[CH:27][N:26]=1.[Br-], predict the reaction product. The product is: [CH2:1]([O:8][C:9]1[C:14]2[N:15]=[C:16]([CH2:18][CH3:19])[N:17]([CH2:24][C:25]3[CH:30]=[CH:29][CH:28]=[CH:27][N:26]=3)[C:13]=2[CH:12]=[CH:11][CH:10]=1)[C:2]1[CH:3]=[CH:4][CH:5]=[CH:6][CH:7]=1.